Dataset: Catalyst prediction with 721,799 reactions and 888 catalyst types from USPTO. Task: Predict which catalyst facilitates the given reaction. Reactant: [C:1]([CH:3]([CH2:8][C:9]([C:11]1[CH:16]=[CH:15][CH:14]=[CH:13][C:12]=1[F:17])=O)[C:4]([O:6][CH3:7])=[O:5])#[N:2]. Product: [F:17][C:12]1[CH:13]=[CH:14][CH:15]=[CH:16][C:11]=1[C:9]1[NH:2][CH:1]=[C:3]([C:4]([O:6][CH3:7])=[O:5])[CH:8]=1. The catalyst class is: 123.